From a dataset of Full USPTO retrosynthesis dataset with 1.9M reactions from patents (1976-2016). Predict the reactants needed to synthesize the given product. (1) Given the product [CH2:1]([C:5]1[CH:6]=[C:7]([O:12][C:13]2[C:14]([F:22])=[C:15]([CH2:20][NH:21][C:29]([C:28]3[N:27]([CH2:32][O:33][CH2:34][CH2:35][Si:36]([CH3:38])([CH3:37])[CH3:39])[CH:26]=[N:25][C:24]=3[Cl:23])=[O:30])[CH:16]=[CH:17][C:18]=2[Cl:19])[CH:8]=[C:9]([Cl:11])[CH:10]=1)[CH2:2][CH2:3][CH3:4], predict the reactants needed to synthesize it. The reactants are: [CH2:1]([C:5]1[CH:6]=[C:7]([O:12][C:13]2[C:14]([F:22])=[C:15]([CH2:20][NH2:21])[CH:16]=[CH:17][C:18]=2[Cl:19])[CH:8]=[C:9]([Cl:11])[CH:10]=1)[CH2:2][CH2:3][CH3:4].[Cl:23][C:24]1[N:25]=[CH:26][N:27]([CH2:32][O:33][CH2:34][CH2:35][Si:36]([CH3:39])([CH3:38])[CH3:37])[C:28]=1[C:29](O)=[O:30].CN(C(ON1N=NC2C=CC=NC1=2)=[N+](C)C)C.F[P-](F)(F)(F)(F)F.C(N(C(C)C)CC)(C)C. (2) Given the product [CH:1]1([C:4]2[N:5]=[C:6]([C:9]3[CH:14]=[C:13]([NH:15][C:16]([NH:18][CH2:19][CH3:20])=[O:17])[N:12]=[CH:11][C:10]=3[C:21]3[CH:22]=[C:23]4[C:28](=[CH:29][CH:30]=3)[N:27]([C@@H:31]([CH2:46][CH:47]([CH3:49])[CH3:48])[CH2:32][O:33][P:34]([OH:41])([OH:36])=[O:35])[CH:26]=[C:25]([C:50]([OH:52])=[O:51])[C:24]4=[O:53])[S:7][CH:8]=2)[CH2:2][CH2:3]1, predict the reactants needed to synthesize it. The reactants are: [CH:1]1([C:4]2[N:5]=[C:6]([C:9]3[CH:14]=[C:13]([NH:15][C:16]([NH:18][CH2:19][CH3:20])=[O:17])[N:12]=[CH:11][C:10]=3[C:21]3[CH:22]=[C:23]4[C:28](=[CH:29][CH:30]=3)[N:27]([C@@H:31]([CH2:46][CH:47]([CH3:49])[CH3:48])[CH2:32][O:33][P:34]([O:41]C(C)(C)C)([O:36]C(C)(C)C)=[O:35])[CH:26]=[C:25]([C:50]([OH:52])=[O:51])[C:24]4=[O:53])[S:7][CH:8]=2)[CH2:3][CH2:2]1.Cl. (3) Given the product [C:1]([C@H:3]1[C@H:8]2[CH2:9][C@H:7]2[C@H:6]2[C@H:10]3[C@H:20]([CH2:21][CH2:22][C@:4]12[CH3:5])[C@:18]1([CH3:19])[C:13](=[CH:14][C:15](=[O:23])[CH2:16][CH2:17]1)[CH2:12][C@H:11]3[CH3:28])#[N:2], predict the reactants needed to synthesize it. The reactants are: [C:1]([C@H:3]1[C@H:8]2[CH2:9][C@H:7]2[C@H:6]2[C@H:10]3[C@H:20]([CH2:21][CH2:22][C@:4]12[CH3:5])[C@:18]1([CH3:19])[C:13](=[CH:14][C:15](=[O:23])[CH2:16][CH2:17]1)[CH:12]=[CH:11]3)#[N:2].[Cl-].[Al+3].[Cl-].[Cl-].[CH3:28][Mg]Br.Cl.